This data is from Full USPTO retrosynthesis dataset with 1.9M reactions from patents (1976-2016). The task is: Predict the reactants needed to synthesize the given product. (1) Given the product [CH:9]([C:26]1[CH:27]=[CH:7][C:6]([C:20]2[S:21][C:22]([CH3:23])=[C:18]([CH2:17][CH2:16][O:15][C:11]3[CH:10]=[C:9]4[C:14](=[CH:13][CH:12]=3)[C@H:6]([CH2:5][C:4]([OH:3])=[O:25])[CH2:7][CH2:8]4)[N:19]=2)=[CH:5][CH:4]=1)([CH3:10])[CH3:8], predict the reactants needed to synthesize it. The reactants are: C([O:3][C:4](=[O:25])[CH2:5][C@H:6]1[C:14]2[C:9](=[CH:10][C:11]([O:15][CH2:16][CH2:17][C:18]3[N:19]=[C:20](Br)[S:21][C:22]=3[CH3:23])=[CH:12][CH:13]=2)[CH2:8][CH2:7]1)C.[CH3:26][CH2:27]O.[Li+].[OH-]. (2) Given the product [CH3:17][C@@H:13]1[CH2:14][CH2:15][CH2:16][N:11]([C:9]([C:3]2[CH:4]=[C:5]([CH3:8])[CH:6]=[CH:7][C:2]=2[C:38]2[CH:39]=[N:40][NH:41][CH:42]=2)=[O:10])[C@@H:12]1[CH2:18][NH:19][C:20]1[CH:25]=[CH:24][C:23]([C:26]([F:29])([F:28])[F:27])=[CH:22][N:21]=1.[C:43]([OH:45])([C:26]([F:29])([F:28])[F:27])=[O:44], predict the reactants needed to synthesize it. The reactants are: Br[C:2]1[CH:7]=[CH:6][C:5]([CH3:8])=[CH:4][C:3]=1[C:9]([N:11]1[CH2:16][CH2:15][CH2:14][C@@H:13]([CH3:17])[C@H:12]1[CH2:18][NH:19][C:20]1[CH:25]=[CH:24][C:23]([C:26]([F:29])([F:28])[F:27])=[CH:22][N:21]=1)=[O:10].CC1(C)C(C)(C)OB([C:38]2[CH:39]=[N:40][N:41]([C:43]([O:45]C(C)(C)C)=[O:44])[CH:42]=2)O1.C([O-])([O-])=O.[K+].[K+]. (3) Given the product [Cl:16][C:17]1[CH:22]=[CH:21][CH:20]=[CH:19][C:18]=1[S:23]([N:9]1[CH2:8][CH2:7][C:6]2([C:4](=[O:5])[N:33]([C:32]3[CH:34]=[CH:35][C:29]([S:28][CH3:27])=[CH:30][CH:31]=3)[CH2:13][CH2:12]2)[CH2:11][CH2:10]1)(=[O:25])=[O:24], predict the reactants needed to synthesize it. The reactants are: C(O[C:4]([C:6]1([CH2:12][CH2:13]OC)[CH2:11][CH2:10][NH:9][CH2:8][CH2:7]1)=[O:5])C.[Cl:16][C:17]1[CH:22]=[CH:21][CH:20]=[CH:19][C:18]=1[S:23](Cl)(=[O:25])=[O:24].[CH3:27][S:28][C:29]1[CH:35]=[CH:34][C:32]([NH2:33])=[CH:31][CH:30]=1. (4) Given the product [Br:1][C:2]1[CH:3]=[CH:4][C:5]([Cl:23])=[C:6]([CH:22]=1)[O:7][C:8]1[CH:9]=[CH:10][C:11]([C:14]2[N:18]=[C:17]([C:19]#[N:21])[O:16][N:15]=2)=[CH:12][CH:13]=1, predict the reactants needed to synthesize it. The reactants are: [Br:1][C:2]1[CH:3]=[CH:4][C:5]([Cl:23])=[C:6]([CH:22]=1)[O:7][C:8]1[CH:13]=[CH:12][C:11]([C:14]2[N:18]=[C:17]([C:19]([NH2:21])=O)[O:16][N:15]=2)=[CH:10][CH:9]=1.C(N(CC)CC)C.C(OC(C(F)(F)F)=O)(C(F)(F)F)=O. (5) Given the product [Br:16][C:17]1[CH:18]=[CH:19][C:20]([CH2:23][NH:7][CH2:6][C:5]([O:4][CH2:2][CH3:3])=[O:8])=[N:21][CH:22]=1, predict the reactants needed to synthesize it. The reactants are: Cl.[CH2:2]([O:4][C:5](=[O:8])[CH2:6][NH2:7])[CH3:3].C(N(CC)CC)C.[Br:16][C:17]1[CH:18]=[CH:19][C:20]([CH:23]=O)=[N:21][CH:22]=1.C(O[BH-](OC(=O)C)OC(=O)C)(=O)C.[Na+]. (6) Given the product [Cl:35][C:36]1[CH:37]=[C:38]([C:30]2[C:29]([O:32][CH2:33][CH3:34])=[CH:28][C:6]([CH2:7][N:8]3[CH2:9][C:10]4([CH2:15][C:14]([N:16]5[CH2:17][CH2:18][C:19]([CH3:27])([C:22]([OH:24])=[O:23])[CH2:20][CH2:21]5)=[N:13][O:12]4)[CH2:11]3)=[CH:5][C:4]=2[CH:1]2[CH2:3][CH2:2]2)[CH:39]=[CH:40][C:41]=1[F:42], predict the reactants needed to synthesize it. The reactants are: [CH:1]1([C:4]2[CH:5]=[C:6]([CH:28]=[C:29]([O:32][CH2:33][CH3:34])[C:30]=2I)[CH2:7][N:8]2[CH2:11][C:10]3([CH2:15][C:14]([N:16]4[CH2:21][CH2:20][C:19]([CH3:27])([C:22]([O:24]CC)=[O:23])[CH2:18][CH2:17]4)=[N:13][O:12]3)[CH2:9]2)[CH2:3][CH2:2]1.[Cl:35][C:36]1[CH:37]=[C:38](B(O)O)[CH:39]=[CH:40][C:41]=1[F:42].